Dataset: Forward reaction prediction with 1.9M reactions from USPTO patents (1976-2016). Task: Predict the product of the given reaction. (1) Given the reactants NC1C=CNN=1.O/[CH:8]=[C:9]1\[C:10](=[O:18])[NH:11][C:12]2[C:17]\1=[CH:16][CH:15]=[CH:14][CH:13]=2.[CH3:19][C:20]1[C:24]([CH3:25])=[C:23]([NH2:26])[O:22][N:21]=1, predict the reaction product. The product is: [CH3:19][C:20]1[C:24]([CH3:25])=[C:23]([NH:26][CH:8]=[C:9]2[C:17]3[C:12](=[CH:13][CH:14]=[CH:15][CH:16]=3)[NH:11][C:10]2=[O:18])[O:22][N:21]=1. (2) Given the reactants C([O:8][C:9](=[O:16])[CH2:10][CH2:11][CH2:12][N:13]([CH3:15])[CH3:14])C1C=CC=CC=1.[H][H], predict the reaction product. The product is: [CH3:14][N:13]([CH3:15])[CH2:12][CH2:11][CH2:10][C:9]([OH:16])=[O:8]. (3) Given the reactants Cl[CH2:2][C:3]([NH:5][C:6]1[CH:11]=[C:10]([Cl:12])[CH:9]=[CH:8][C:7]=1/[CH:13]=[CH:14]/[C:15]([N:17]1[CH:22]2[CH2:23][CH2:24][CH2:25][CH:18]1[CH2:19][N:20]([CH2:26][C:27]1[CH:32]=[CH:31][C:30]([F:33])=[CH:29][CH:28]=1)[CH2:21]2)=[O:16])=[O:4].[CH3:34][NH:35][CH3:36], predict the reaction product. The product is: [Cl:12][C:10]1[CH:9]=[CH:8][C:7](/[CH:13]=[CH:14]/[C:15]([N:17]2[CH:18]3[CH2:25][CH2:24][CH2:23][CH:22]2[CH2:21][N:20]([CH2:26][C:27]2[CH:28]=[CH:29][C:30]([F:33])=[CH:31][CH:32]=2)[CH2:19]3)=[O:16])=[C:6]([NH:5][C:3](=[O:4])[CH2:2][N:35]([CH3:36])[CH3:34])[CH:11]=1. (4) Given the reactants [NH2:1][N:2]1[N:11]=[C:10]([C:12]2[CH:17]=[CH:16][C:15]([Cl:18])=[CH:14][CH:13]=2)[C:9]2[C:4](=[CH:5][CH:6]=[CH:7][CH:8]=2)[C:3]1=[O:19].[CH:20]1([CH2:25][C:26](O)=[O:27])[CH2:24][CH2:23][CH2:22][CH2:21]1, predict the reaction product. The product is: [Cl:18][C:15]1[CH:16]=[CH:17][C:12]([C:10]2[C:9]3[C:4](=[CH:5][CH:6]=[CH:7][CH:8]=3)[C:3](=[O:19])[N:2]([NH:1][C:26](=[O:27])[CH2:25][CH:20]3[CH2:24][CH2:23][CH2:22][CH2:21]3)[N:11]=2)=[CH:13][CH:14]=1. (5) Given the reactants C([NH:4][C:5]1[C:15]([N+:16]([O-:18])=[O:17])=[CH:14][CH:13]=[C:7]2[C:8]([O:10][C:11](=[O:12])[C:6]=12)=O)(=O)C.[F:19][C:20]1[CH:26]=[CH:25][C:23]([OH:24])=[CH:22][C:21]=1[OH:27].CS(O)(=O)=O, predict the reaction product. The product is: [NH2:4][C:5]1[C:15]([N+:16]([O-:18])=[O:17])=[CH:14][CH:13]=[C:7]2[C:6]=1[C:11](=[O:12])[O:10][C:8]12[C:25]2[CH:26]=[C:20]([F:19])[C:21]([OH:27])=[CH:22][C:23]=2[O:24][C:23]2[C:25]1=[CH:26][C:20]([F:19])=[C:21]([OH:27])[CH:22]=2. (6) Given the reactants F[C:2]1[CH:9]=[CH:8][C:7]([C:10]([F:13])([F:12])[F:11])=[CH:6][C:3]=1[CH:4]=[O:5].[NH:14]1[CH2:19][CH2:18][O:17][CH2:16][CH2:15]1.C(=O)([O-])[O-].[K+].[K+].CS(C)=O, predict the reaction product. The product is: [N:14]1([C:2]2[CH:9]=[CH:8][C:7]([C:10]([F:13])([F:12])[F:11])=[CH:6][C:3]=2[CH:4]=[O:5])[CH2:19][CH2:18][O:17][CH2:16][CH2:15]1.